From a dataset of Reaction yield outcomes from USPTO patents with 853,638 reactions. Predict the reaction yield, written as a fraction of the theoretical maximum amount of product (1.0 means a 100% yield; for example, 0.34 means a 34% yield). (1) The reactants are [S:1]1[C:5]2[CH:6]=[CH:7][CH:8]=[CH:9][C:4]=2[CH:3]=[C:2]1[CH:10]([C:12]1[CH:17]=[C:16]([Br:18])[CH:15]=[CH:14][C:13]=1[F:19])[OH:11].N1C=CN=C1.[C:25]([Si:29]([CH3:32])([CH3:31])Cl)([CH3:28])([CH3:27])[CH3:26].[Cl-].[NH4+]. The catalyst is CN(C)C1C=CN=CC=1.CN(C)C=O. The product is [S:1]1[C:5]2[CH:6]=[CH:7][CH:8]=[CH:9][C:4]=2[CH:3]=[C:2]1[CH:10]([C:12]1[CH:17]=[C:16]([Br:18])[CH:15]=[CH:14][C:13]=1[F:19])[O:11][Si:29]([C:25]([CH3:28])([CH3:27])[CH3:26])([CH3:32])[CH3:31]. The yield is 0.780. (2) The reactants are [C:1]([O:20][CH2:21][CH:22]1[CH2:26][CH:25]([CH2:27]OS(C2C=CC(C)=CC=2)(=O)=O)[CH:24]=[CH:23]1)([C:14]1[CH:19]=[CH:18][CH:17]=[CH:16][CH:15]=1)([C:8]1[CH:13]=[CH:12][CH:11]=[CH:10][CH:9]=1)[C:2]1[CH:7]=[CH:6][CH:5]=[CH:4][CH:3]=1.[C-:39]#[N:40].[Na+]. The catalyst is CN(C)C=O. The product is [C:1]([O:20][CH2:21][CH:22]1[CH2:26][CH:25]([CH2:27][C:39]#[N:40])[CH:24]=[CH:23]1)([C:8]1[CH:9]=[CH:10][CH:11]=[CH:12][CH:13]=1)([C:14]1[CH:19]=[CH:18][CH:17]=[CH:16][CH:15]=1)[C:2]1[CH:3]=[CH:4][CH:5]=[CH:6][CH:7]=1. The yield is 0.971. (3) The reactants are [CH:1]1[C:6]([NH2:7])=[CH:5][CH:4]=[C:3]([S:8]([NH:11][C:12]2[S:16][CH:15]=[CH:14][N:13]=2)(=[O:10])=[O:9])[CH:2]=1.C[Al](C)C.[Si:21]([O:38][C@@H:39]1[CH2:43][CH2:42][O:41][C:40]1=[O:44])([C:34]([CH3:37])([CH3:36])[CH3:35])([C:28]1[CH:33]=[CH:32][CH:31]=[CH:30][CH:29]=1)[C:22]1[CH:27]=[CH:26][CH:25]=[CH:24][CH:23]=1. The catalyst is C(Cl)Cl. The product is [Si:21]([O:38][C@H:39]([CH2:43][CH2:42][OH:41])[C:40]([NH:7][C:6]1[CH:1]=[CH:2][C:3]([S:8](=[O:10])(=[O:9])[NH:11][C:12]2[S:16][CH:15]=[CH:14][N:13]=2)=[CH:4][CH:5]=1)=[O:44])([C:34]([CH3:37])([CH3:36])[CH3:35])([C:28]1[CH:33]=[CH:32][CH:31]=[CH:30][CH:29]=1)[C:22]1[CH:23]=[CH:24][CH:25]=[CH:26][CH:27]=1. The yield is 0.950. (4) The reactants are [C:1]([O:5][C:6]([N:8]1[CH2:13][CH2:12][C:11](=O)[CH2:10][CH2:9]1)=[O:7])([CH3:4])([CH3:3])[CH3:2].[OH:15][CH:16]1[CH2:21][CH2:20][NH:19][CH2:18][CH2:17]1.C(O)(=O)C. The catalyst is C1COCC1.[Pd]. The product is [C:1]([O:5][C:6]([N:8]1[CH2:13][CH2:12][CH:11]([N:19]2[CH2:20][CH2:21][CH:16]([OH:15])[CH2:17][CH2:18]2)[CH2:10][CH2:9]1)=[O:7])([CH3:4])([CH3:3])[CH3:2]. The yield is 0.188. (5) The reactants are [Cl:1][C:2]1[CH:8]=[CH:7][C:5]([NH2:6])=[C:4]([F:9])[CH:3]=1.[C:10](O)(=[O:12])[CH3:11]. No catalyst specified. The product is [Cl:1][C:2]1[CH:8]=[CH:7][C:5]([NH:6][C:10](=[O:12])[CH3:11])=[C:4]([F:9])[CH:3]=1. The yield is 0.940. (6) The reactants are [Cl:1][C:2]1[CH:8]=[C:7]([F:9])[CH:6]=[C:5]([Cl:10])[C:3]=1N.N([O-])=O.[Na+].C(S)[CH2:16][S:17]([O-])(=O)=O.[Na+].C([O-])([O-])=O.[Na+].[Na+]. The catalyst is Cl.O. The product is [Cl:1][C:2]1[CH:8]=[C:7]([F:9])[CH:6]=[C:5]([Cl:10])[C:3]=1[S:17][CH3:16]. The yield is 0.340.